Predict which catalyst facilitates the given reaction. From a dataset of Catalyst prediction with 721,799 reactions and 888 catalyst types from USPTO. (1) Reactant: C(NC(C)C)(C)C.[Li]CCCC.[Li+].CC([N-]C(C)C)C.[C:21]1([S:27]([N:30]2[C:34]3=[N:35][CH:36]=[CH:37][CH:38]=[C:33]3[CH:32]=[CH:31]2)(=[O:29])=[O:28])[CH:26]=[CH:25][CH:24]=[CH:23][CH:22]=1.CN(CCN(C)C)C.CN([CH:50]=[O:51])C. Product: [C:21]1([S:27]([N:30]2[C:34]3=[N:35][CH:36]=[CH:37][CH:38]=[C:33]3[CH:32]=[C:31]2[CH:50]=[O:51])(=[O:29])=[O:28])[CH:22]=[CH:23][CH:24]=[CH:25][CH:26]=1. The catalyst class is: 7. (2) Reactant: [C:1]([C:3]1[CH:4]=[C:5]2[C:9](=[CH:10][CH:11]=1)[C:8](=[O:12])[N:7]([CH2:13][C:14]([O:16][C:17]([CH3:20])([CH3:19])[CH3:18])=[O:15])[C:6]2=[O:21])#[N:2].[ClH:22]. Product: [ClH:22].[NH2:2][CH2:1][C:3]1[CH:4]=[C:5]2[C:9](=[CH:10][CH:11]=1)[C:8](=[O:12])[N:7]([CH2:13][C:14]([O:16][C:17]([CH3:19])([CH3:18])[CH3:20])=[O:15])[C:6]2=[O:21]. The catalyst class is: 19. (3) Reactant: [Cl:1][C:2]1[CH:7]=[CH:6][C:5](I)=[C:4]([O:9][CH3:10])[CH:3]=1.O.[CH3:12][N:13](C=O)C. Product: [Cl:1][C:2]1[CH:7]=[CH:6][C:5]([C:12]#[N:13])=[C:4]([O:9][CH3:10])[CH:3]=1. The catalyst class is: 380. (4) Reactant: [CH3:1][C:2]1[CH:11]=[C:10]([N:12]2[CH2:16][CH2:15][CH:14]([C:17]3[CH:22]=[CH:21][CH:20]=[CH:19][CH:18]=3)[CH2:13]2)[C:9]2[C:4](=[CH:5][CH:6]=[C:7]([OH:23])[CH:8]=2)[N:3]=1.[H-].[Na+].[CH3:26][O:27][C:28]1[CH:35]=[CH:34][C:31]([CH2:32]Br)=[CH:30][CH:29]=1. Product: [CH3:26][O:27][C:28]1[CH:35]=[CH:34][C:31]([CH2:32][O:23][C:7]2[CH:8]=[C:9]3[C:4](=[CH:5][CH:6]=2)[N:3]=[C:2]([CH3:1])[CH:11]=[C:10]3[N:12]2[CH2:16][CH2:15][CH:14]([C:17]3[CH:22]=[CH:21][CH:20]=[CH:19][CH:18]=3)[CH2:13]2)=[CH:30][CH:29]=1. The catalyst class is: 18. (5) Reactant: Cl.CO[CH2:4][NH2:5].[Cl-].C[Al+]C.C(O[C:13]([CH:15]1[CH2:19][CH2:18][N:17]([CH2:20][C:21]2[CH:26]=[CH:25][CH:24]=[CH:23][CH:22]=2)[CH2:16]1)=[O:14])C.[C:27](=O)([O-])[O-:28].[K+].[K+]. Product: [CH3:27][O:28][N:5]([CH3:4])[C:13]([CH:15]1[CH2:19][CH2:18][N:17]([CH2:20][C:21]2[CH:22]=[CH:23][CH:24]=[CH:25][CH:26]=2)[CH2:16]1)=[O:14]. The catalyst class is: 4. (6) Reactant: C1([NH2+]C2CCCCC2)CCCCC1.[C:14]([O:18][C:19](=[O:29])[CH2:20][CH2:21][C@H:22]([N:26]=[N+:27]=[N-:28])[C:23]([O-:25])=[O:24])([CH3:17])([CH3:16])[CH3:15]. Product: [C:14]([O:18][C:19](=[O:29])[CH2:20][CH2:21][C@H:22]([N:26]=[N+:27]=[N-:28])[C:23]([OH:25])=[O:24])([CH3:17])([CH3:15])[CH3:16]. The catalyst class is: 13. (7) Reactant: [C:1](Cl)(Cl)=[O:2].[NH2:5][C:6]1[CH:19]=[CH:18][C:9]([CH2:10][NH:11][C:12](=[O:17])[C:13]([CH3:16])([CH3:15])[CH3:14])=[CH:8][CH:7]=1.C(N(CC)CC)C. Product: [N:5]([C:6]1[CH:7]=[CH:8][C:9]([CH2:10][NH:11][C:12](=[O:17])[C:13]([CH3:15])([CH3:16])[CH3:14])=[CH:18][CH:19]=1)=[C:1]=[O:2]. The catalyst class is: 308.